Dataset: Catalyst prediction with 721,799 reactions and 888 catalyst types from USPTO. Task: Predict which catalyst facilitates the given reaction. Reactant: Cl.C(OC([N:9]([CH2:16][C:17]1[CH:42]=[CH:41][C:20]([CH2:21][NH:22][C:23]2[C:33]3[CH2:32][CH2:31][N:30](C(=O)C(F)(F)F)[CH2:29][CH2:28][C:27]=3[CH:26]=[CH:25][C:24]=2[Cl:40])=[CH:19][CH:18]=1)[CH:10]1[CH2:15][CH2:14][CH2:13][CH2:12][CH2:11]1)=O)(C)(C)C.O.C([O-])([O-])=O.[K+].[K+]. Product: [Cl:40][C:24]1[CH:25]=[CH:26][C:27]2[CH2:28][CH2:29][NH:30][CH2:31][CH2:32][C:33]=2[C:23]=1[NH:22][CH2:21][C:20]1[CH:19]=[CH:18][C:17]([CH2:16][NH:9][CH:10]2[CH2:15][CH2:14][CH2:13][CH2:12][CH2:11]2)=[CH:42][CH:41]=1. The catalyst class is: 25.